This data is from Catalyst prediction with 721,799 reactions and 888 catalyst types from USPTO. The task is: Predict which catalyst facilitates the given reaction. (1) Reactant: CN(C)[C:3](=[O:29])[CH2:4][C:5]1[CH:10]=[C:9]([CH:11]2[CH2:13][CH2:12]2)[CH:8]=[CH:7][C:6]=1[NH:14][C:15]1[CH:20]=[CH:19][C:18]([C:21]2[CH:26]=[CH:25][C:24]([F:27])=[CH:23][CH:22]=2)=[CH:17][C:16]=1[F:28].[OH-:31].[Na+]. Product: [CH:11]1([C:9]2[CH:8]=[CH:7][C:6]([NH:14][C:15]3[CH:20]=[CH:19][C:18]([C:21]4[CH:26]=[CH:25][C:24]([F:27])=[CH:23][CH:22]=4)=[CH:17][C:16]=3[F:28])=[C:5]([CH2:4][C:3]([OH:29])=[O:31])[CH:10]=2)[CH2:13][CH2:12]1. The catalyst class is: 14. (2) Reactant: [CH2:1]([N:8]1[C:18]2[C:13](=[CH:14][C:15]([CH3:19])=[CH:16][CH:17]=2)[C:11](=O)[C:9]1=[O:10])[C:2]1[CH:7]=[CH:6][CH:5]=[CH:4][CH:3]=1.O.NN. Product: [CH2:1]([N:8]1[C:18]2[C:13](=[CH:14][C:15]([CH3:19])=[CH:16][CH:17]=2)[CH2:11][C:9]1=[O:10])[C:2]1[CH:7]=[CH:6][CH:5]=[CH:4][CH:3]=1. The catalyst class is: 16. (3) Reactant: C1N=CN([C:6]([N:8]2C=N[CH:10]=[CH:9]2)=[O:7])C=1.[O:13]([C:20]1[CH:27]=[CH:26]C(CN)=[CH:22][CH:21]=1)[C:14]1[CH:19]=[CH:18][CH:17]=[CH:16][CH:15]=1.[ClH:28]. Product: [Cl:28][C:17]1[CH:16]=[CH:15][C:14]([OH:13])=[C:19]([CH:18]=1)[C:6]([NH:8][CH2:9][C:10]1[CH:22]=[CH:21][C:20]([O:13][C:14]2[CH:15]=[CH:16][CH:17]=[CH:18][CH:19]=2)=[CH:27][CH:26]=1)=[O:7]. The catalyst class is: 3.